From a dataset of Forward reaction prediction with 1.9M reactions from USPTO patents (1976-2016). Predict the product of the given reaction. Given the reactants [Cl-].O[NH3+:3].[C:4](=[O:7])([O-])[OH:5].[Na+].CS(C)=O.[CH2:13]([CH:15]([O:20][C@H:21]1[CH2:26][CH2:25][C@H:24]([N:27]2[C:32](=[O:33])[C:31]([CH2:34][C:35]3[CH:40]=[CH:39][C:38]([C:41]4[C:42]([C:47]#[N:48])=[CH:43][CH:44]=[CH:45][CH:46]=4)=[CH:37][C:36]=3[F:49])=[C:30]([CH2:50][CH2:51][CH3:52])[N:29]3[N:53]=[CH:54][N:55]=[C:28]23)[CH2:23][CH2:22]1)[C:16]([OH:19])([CH3:18])[CH3:17])[CH3:14], predict the reaction product. The product is: [CH2:13]([CH:15]([O:20][C@H:21]1[CH2:26][CH2:25][C@H:24]([N:27]2[C:32](=[O:33])[C:31]([CH2:34][C:35]3[CH:40]=[CH:39][C:38]([C:41]4[CH:46]=[CH:45][CH:44]=[CH:43][C:42]=4[C:47]4[NH:3][C:4](=[O:7])[O:5][N:48]=4)=[CH:37][C:36]=3[F:49])=[C:30]([CH2:50][CH2:51][CH3:52])[N:29]3[N:53]=[CH:54][N:55]=[C:28]23)[CH2:23][CH2:22]1)[C:16]([OH:19])([CH3:17])[CH3:18])[CH3:14].